Dataset: Forward reaction prediction with 1.9M reactions from USPTO patents (1976-2016). Task: Predict the product of the given reaction. (1) Given the reactants [H-].[Na+].[SH:3][C:4]1[N:5]([CH3:9])[CH:6]=[CH:7][N:8]=1.CN(C=O)C.[F:15][C:16]1[CH:17]=[C:18]([CH:21]=[C:22](F)[CH:23]=1)[C:19]#[N:20], predict the reaction product. The product is: [F:15][C:16]1[CH:17]=[C:18]([CH:21]=[C:22]([S:3][C:4]2[N:5]([CH3:9])[CH:6]=[CH:7][N:8]=2)[CH:23]=1)[C:19]#[N:20]. (2) Given the reactants [OH:1][CH:2]([C:12]1[CH:22]=[CH:21][C:15]2[CH2:16][CH2:17][NH:18][CH2:19][CH2:20][C:14]=2[CH:13]=1)[CH:3]1[CH2:8][CH2:7][N:6]([C:9](=[O:11])[CH3:10])[CH2:5][CH2:4]1.[C:23]1(=O)[CH2:26][CH2:25][CH2:24]1.C(N(CC)CC)C.C(O[BH-](OC(=O)C)OC(=O)C)(=O)C.[Na+], predict the reaction product. The product is: [CH:23]1([N:18]2[CH2:19][CH2:20][C:14]3[CH:13]=[C:12]([CH:2]([OH:1])[CH:3]4[CH2:4][CH2:5][N:6]([C:9](=[O:11])[CH3:10])[CH2:7][CH2:8]4)[CH:22]=[CH:21][C:15]=3[CH2:16][CH2:17]2)[CH2:26][CH2:25][CH2:24]1.